Dataset: Forward reaction prediction with 1.9M reactions from USPTO patents (1976-2016). Task: Predict the product of the given reaction. (1) Given the reactants Cl.Cl.[CH2:3]([C:5]1[S:6][C:7]2[CH:13]=[C:12]([CH2:14][CH2:15][CH2:16][NH2:17])[CH:11]=[CH:10][C:8]=2[N:9]=1)[CH3:4].[C:18]([O:22][C:23](=[O:36])[C@H:24](C)[CH2:25][C:26]1([C:32](O)=[O:33])[CH2:31][CH2:30][CH2:29][CH2:28][CH2:27]1)([CH3:21])([CH3:20])[CH3:19], predict the reaction product. The product is: [CH2:3]([C:5]1[S:6][C:7]2[CH:13]=[C:12]([CH2:14][CH2:15][CH2:16][NH:17][C:32]([C:26]3([CH2:25][CH2:24][C:23]([O:22][C:18]([CH3:21])([CH3:20])[CH3:19])=[O:36])[CH2:31][CH2:30][CH2:29][CH2:28][CH2:27]3)=[O:33])[CH:11]=[CH:10][C:8]=2[N:9]=1)[CH3:4]. (2) Given the reactants [Br:1][C:2]1[CH:3]=[C:4]([CH2:9][C:10]([OH:12])=[O:11])[CH:5]=[C:6]([OH:8])[CH:7]=1.[CH2:13]([S:15]([C:18]1[CH:23]=[CH:22][C:21](F)=[C:20]([Cl:25])[CH:19]=1)(=[O:17])=[O:16])[CH3:14], predict the reaction product. The product is: [Br:1][C:2]1[CH:3]=[C:4]([CH2:9][C:10]([OH:12])=[O:11])[CH:5]=[C:6]([O:8][C:21]2[CH:22]=[CH:23][C:18]([S:15]([CH2:13][CH3:14])(=[O:17])=[O:16])=[CH:19][C:20]=2[Cl:25])[CH:7]=1. (3) Given the reactants [CH2:1]([O:3][C:4](=[O:16])[C:5]([O:8][C:9]1[CH:10]=[N:11][C:12]([NH2:15])=[CH:13][CH:14]=1)([CH3:7])[CH3:6])[CH3:2].Br[C:18]1[C:19](=[O:26])[N:20]([CH3:25])[N:21]=[C:22]([Cl:24])[CH:23]=1.C([O-])([O-])=O.[Cs+].[Cs+].CC1(C)C2C(=C(P(C3C=CC=CC=3)C3C=CC=CC=3)C=CC=2)OC2C(P(C3C=CC=CC=3)C3C=CC=CC=3)=CC=CC1=2, predict the reaction product. The product is: [CH2:1]([O:3][C:4](=[O:16])[C:5]([O:8][C:9]1[CH:10]=[N:11][C:12]([NH:15][C:18]2[C:19](=[O:26])[N:20]([CH3:25])[N:21]=[C:22]([Cl:24])[CH:23]=2)=[CH:13][CH:14]=1)([CH3:7])[CH3:6])[CH3:2]. (4) Given the reactants C([O:5][C:6](=[O:53])[C:7]([O:10]/[N:11]=[C:12](/[C:40]1[N:41]=[C:42]([NH:45]C(OC(C)(C)C)=O)[S:43][CH:44]=1)\[C:13]([NH:15][C@@H:16]1[C:19](=[O:20])[N:18]([S:21]([OH:24])(=[O:23])=[O:22])[C@@H:17]1[CH2:25][N:26]1[N:30]=[C:29]([CH2:31][NH:32]C(OC(C)(C)C)=O)[CH:28]=[N:27]1)=[O:14])([CH3:9])[CH3:8])(C)(C)C.C(O)(C(F)(F)F)=O, predict the reaction product. The product is: [NH2:32][CH2:31][C:29]1[CH:28]=[N:27][N:26]([CH2:25][C@@H:17]2[C@H:16]([NH:15][C:13](=[O:14])/[C:12](=[N:11]\[O:10][C:7]([CH3:9])([CH3:8])[C:6]([OH:53])=[O:5])/[C:40]3[N:41]=[C:42]([NH2:45])[S:43][CH:44]=3)[C:19](=[O:20])[N:18]2[S:21]([OH:24])(=[O:23])=[O:22])[N:30]=1. (5) Given the reactants [F:1][C:2]1[CH:3]=[C:4]([N:12]=[C:13]=[O:14])[CH:5]=[C:6]([C:8]([F:11])([F:10])[F:9])[CH:7]=1.[CH3:15][O:16][C:17]1[CH:18]=[C:19]([C@:25]23[CH2:33][N:32]([CH3:34])[CH2:31][C@H:30]2[CH2:29][C@H:28]([NH2:35])[CH2:27][CH2:26]3)[CH:20]=[CH:21][C:22]=1[O:23][CH3:24], predict the reaction product. The product is: [C:22]([OH:23])(=[O:14])[CH3:21].[CH3:15][O:16][C:17]1[CH:18]=[C:19]([C@:25]23[CH2:33][N:32]([CH3:34])[CH2:31][C@H:30]2[CH2:29][C@H:28]([NH:35][C:13]([NH:12][C:4]2[CH:5]=[C:6]([C:8]([F:10])([F:11])[F:9])[CH:7]=[C:2]([F:1])[CH:3]=2)=[O:14])[CH2:27][CH2:26]3)[CH:20]=[CH:21][C:22]=1[O:23][CH3:24]. (6) Given the reactants CS[C:3](SC)=[CH:4][C:5]([C:7]1[CH:12]=[CH:11][CH:10]=[CH:9][CH:8]=1)=[O:6].[NH2:15][C:16]1[CH:21]=[CH:20][CH:19]=[CH:18][CH:17]=1.C[Si]([N-][Si](C)(C)C)(C)C.[Li+], predict the reaction product. The product is: [NH:15]([C:3]([NH:15][C:16]1[CH:21]=[CH:20][CH:19]=[CH:18][CH:17]=1)=[CH:4][C:5]([C:7]1[CH:12]=[CH:11][CH:10]=[CH:9][CH:8]=1)=[O:6])[C:16]1[CH:21]=[CH:20][CH:19]=[CH:18][CH:17]=1. (7) Given the reactants [CH3:1][C:2]1[CH:7]=[C:6]([N+:8]([O-:10])=[O:9])[CH:5]=[CH:4][C:3]=1[N:11]=[C:12]1[N:16]([CH2:17][C:18](=[O:23])[C:19]([CH3:22])([CH3:21])[CH3:20])[CH2:15][CH2:14][S:13]1.[BH4-].[Na+], predict the reaction product. The product is: [CH3:1][C:2]1[CH:7]=[C:6]([N+:8]([O-:10])=[O:9])[CH:5]=[CH:4][C:3]=1[N:11]=[C:12]1[N:16]([CH2:17][CH:18]([OH:23])[C:19]([CH3:21])([CH3:20])[CH3:22])[CH2:15][CH2:14][S:13]1. (8) Given the reactants [CH2:1]([NH:3][C:4]([N:6]1[N:10]=[CH:9][C:8]2([CH2:14][CH2:13][CH2:12][CH2:11]2)[CH2:7]1)=[NH:5])[CH3:2].CCN(P1(N(C)CCCN1C)=NC(C)(C)C)CC.[CH3:33][C:34]1[CH:35]=[C:36]([S:47](Cl)(=[O:49])=[O:48])[CH:37]=[CH:38][C:39]=1[NH:40][C:41](=[O:46])[C:42]([F:45])([F:44])[F:43].Cl, predict the reaction product. The product is: [CH2:7]1[C:8]2([CH2:14][CH2:13][CH2:12][CH2:11]2)[CH:9]=[N:10][N:6]1[C:4](=[N:5][S:47]([C:36]1[CH:37]=[CH:38][C:39]([NH:40][C:41](=[O:46])[C:42]([F:43])([F:44])[F:45])=[C:34]([CH3:33])[CH:35]=1)(=[O:49])=[O:48])[NH:3][CH2:1][CH3:2].